Task: Predict the product of the given reaction.. Dataset: Forward reaction prediction with 1.9M reactions from USPTO patents (1976-2016) Given the reactants [H-].[Na+].C1COCC1.[CH2:8]([OH:12])[CH2:9][CH2:10][CH3:11].[C:13]([C:15]1[CH:22]=[CH:21][C:18]([CH2:19]Br)=[CH:17][CH:16]=1)#[N:14], predict the reaction product. The product is: [CH2:8]([O:12][CH2:19][C:18]1[CH:21]=[CH:22][C:15]([C:13]#[N:14])=[CH:16][CH:17]=1)[CH2:9][CH2:10][CH3:11].